This data is from NCI-60 drug combinations with 297,098 pairs across 59 cell lines. The task is: Regression. Given two drug SMILES strings and cell line genomic features, predict the synergy score measuring deviation from expected non-interaction effect. (1) Drug 1: C(=O)(N)NO. Drug 2: CC(C)CN1C=NC2=C1C3=CC=CC=C3N=C2N. Cell line: HCT-15. Synergy scores: CSS=-0.727, Synergy_ZIP=6.79, Synergy_Bliss=-0.0616, Synergy_Loewe=1.53, Synergy_HSA=-0.834. (2) Drug 1: C1=NC(=NC(=O)N1C2C(C(C(O2)CO)O)O)N. Drug 2: C(CN)CNCCSP(=O)(O)O. Cell line: UACC-257. Synergy scores: CSS=9.75, Synergy_ZIP=-2.51, Synergy_Bliss=0.830, Synergy_Loewe=-7.42, Synergy_HSA=-0.467.